This data is from Catalyst prediction with 721,799 reactions and 888 catalyst types from USPTO. The task is: Predict which catalyst facilitates the given reaction. (1) Reactant: [NH2:1][C:2]1[CH:3]=[C:4]([CH:8]=[CH:9][C:10]=1[O:11][C:12]([F:15])([F:14])[F:13])[C:5]([OH:7])=O.[C:16]([C:18]1[CH:23]=[CH:22][C:21]([CH:24]2[CH2:29][CH2:28][NH:27][CH2:26][CH2:25]2)=[CH:20][CH:19]=1)#[N:17].Cl.CN(C)CCCN=C=NCC.CCOC(C)=O. Product: [NH2:1][C:2]1[CH:3]=[C:4]([CH:8]=[CH:9][C:10]=1[O:11][C:12]([F:15])([F:14])[F:13])[C:5]([N:27]1[CH2:28][CH2:29][CH:24]([C:21]2[CH:22]=[CH:23][C:18]([C:16]#[N:17])=[CH:19][CH:20]=2)[CH2:25][CH2:26]1)=[O:7]. The catalyst class is: 241. (2) Reactant: Br[C:2]1[CH:3]=[C:4]([NH:9][S:10]([CH3:13])(=[O:12])=[O:11])[C:5]([Cl:8])=[N:6][CH:7]=1.CC1(C)C(C)(C)[O:18][B:17](B2OC(C)(C)C(C)(C)O2)[O:16]1.C([O-])(=O)C.[K+]. Product: [Cl:8][C:5]1[N:6]=[CH:7][C:2]([B:17]([OH:18])[OH:16])=[CH:3][C:4]=1[NH:9][S:10]([CH3:13])(=[O:12])=[O:11]. The catalyst class is: 294. (3) Reactant: Cl[C:2]1[CH:7]=[N:6][CH:5]=[C:4]([Cl:8])[N:3]=1.[C:9]([NH:16][CH:17]1[CH2:22][CH2:21][NH:20][CH2:19][CH2:18]1)([O:11][C:12]([CH3:15])([CH3:14])[CH3:13])=[O:10].CCN(CC)CC. Product: [C:12]([O:11][C:9](=[O:10])[NH:16][CH:17]1[CH2:22][CH2:21][N:20]([C:2]2[CH:7]=[N:6][CH:5]=[C:4]([Cl:8])[N:3]=2)[CH2:19][CH2:18]1)([CH3:15])([CH3:13])[CH3:14]. The catalyst class is: 37.